From a dataset of Catalyst prediction with 721,799 reactions and 888 catalyst types from USPTO. Predict which catalyst facilitates the given reaction. Reactant: [C:1]([O:5][C:6](=[O:25])[NH:7][C:8]1[CH:13]=[CH:12][C:11]([C:14]2[CH:19]=[CH:18][C:17]([F:20])=[CH:16][C:15]=2[F:21])=[CH:10][C:9]=1[N+:22]([O-])=O)([CH3:4])([CH3:3])[CH3:2]. Product: [C:1]([O:5][C:6](=[O:25])[NH:7][C:8]1[CH:13]=[CH:12][C:11]([C:14]2[CH:19]=[CH:18][C:17]([F:20])=[CH:16][C:15]=2[F:21])=[CH:10][C:9]=1[NH2:22])([CH3:4])([CH3:2])[CH3:3]. The catalyst class is: 45.